This data is from Forward reaction prediction with 1.9M reactions from USPTO patents (1976-2016). The task is: Predict the product of the given reaction. (1) Given the reactants [N+:1]([C:4]1[CH:5]=[C:6]2[C:10](=[CH:11][CH:12]=1)[NH:9][CH2:8][CH2:7]2)([O-:3])=[O:2].[CH3:13][C:14]([O:17][C:18](O[C:18]([O:17][C:14]([CH3:16])([CH3:15])[CH3:13])=[O:19])=[O:19])([CH3:16])[CH3:15], predict the reaction product. The product is: [N+:1]([C:4]1[CH:5]=[C:6]2[C:10](=[CH:11][CH:12]=1)[N:9]([C:18]([O:17][C:14]([CH3:16])([CH3:15])[CH3:13])=[O:19])[CH2:8][CH2:7]2)([O-:3])=[O:2]. (2) Given the reactants [O:1]1[CH:5]=[CH:4][CH:3]=[C:2]1[C:6]1[O:7][C:8]([CH3:36])=[C:9]([CH2:11][O:12][C:13]2[CH:33]=[CH:32][C:16]([CH2:17][O:18][C:19]3[C:23]([CH:24]=O)=[CH:22][N:21]([C:26]4[CH:31]=[CH:30][CH:29]=[CH:28][CH:27]=4)[N:20]=3)=[CH:15][C:14]=2[O:34][CH3:35])[N:10]=1.[Cl-].[N:38]1[CH:43]=[CH:42][CH:41]=[CH:40][C:39]=1[CH2:44][P+](C1C=CC=CC=1)(C1C=CC=CC=1)C1C=CC=CC=1.C(=O)([O-])[O-].[K+].[K+].CN(C)C=O, predict the reaction product. The product is: [O:1]1[CH:5]=[CH:4][CH:3]=[C:2]1[C:6]1[O:7][C:8]([CH3:36])=[C:9]([CH2:11][O:12][C:13]2[CH:33]=[CH:32][C:16]([CH2:17][O:18][C:19]3[C:23](/[CH:24]=[CH:44]/[C:39]4[CH:40]=[CH:41][CH:42]=[CH:43][N:38]=4)=[CH:22][N:21]([C:26]4[CH:31]=[CH:30][CH:29]=[CH:28][CH:27]=4)[N:20]=3)=[CH:15][C:14]=2[O:34][CH3:35])[N:10]=1. (3) Given the reactants [CH:1]([N:4]1[CH2:9][CH2:8][N:7]([C:10]2[CH:11]=[N:12][C:13]([N+:16]([O-])=O)=[CH:14][CH:15]=2)[CH2:6][CH2:5]1)([CH3:3])[CH3:2], predict the reaction product. The product is: [CH:1]([N:4]1[CH2:5][CH2:6][N:7]([C:10]2[CH:15]=[CH:14][C:13]([NH2:16])=[N:12][CH:11]=2)[CH2:8][CH2:9]1)([CH3:3])[CH3:2]. (4) Given the reactants [Cl:1][C:2]1[CH:7]=[C:6]([C:8]2[N:9]=[C:10](O)[C:11]3[C:17]([O:18][CH3:19])=[CH:16][N:15]=[CH:14][C:12]=3[N:13]=2)[CH:5]=[CH:4][N:3]=1.[NH:21]1[CH2:26][CH2:25][CH:24]([OH:27])[CH2:23][CH2:22]1.C(OC(N1CCN(C2C3C(C4CC4)=CN=CC=3N=C(C3C=CN=C(Cl)C=3)N=2)CC1)=O)(C)(C)C, predict the reaction product. The product is: [Cl:1][C:2]1[CH:7]=[C:6]([C:8]2[N:9]=[C:10]([N:21]3[CH2:26][CH2:25][CH:24]([OH:27])[CH2:23][CH2:22]3)[C:11]3[C:17]([O:18][CH3:19])=[CH:16][N:15]=[CH:14][C:12]=3[N:13]=2)[CH:5]=[CH:4][N:3]=1.